This data is from Catalyst prediction with 721,799 reactions and 888 catalyst types from USPTO. The task is: Predict which catalyst facilitates the given reaction. (1) Reactant: Br[C:2]1[CH:11]=[C:10]2[C:5]([CH:6]=[C:7]([O:12][CH3:13])[CH:8]=[N:9]2)=[CH:4][CH:3]=1.[B:14]1([B:14]2[O:18][C:17]([CH3:20])([CH3:19])[C:16]([CH3:22])([CH3:21])[O:15]2)[O:18][C:17]([CH3:20])([CH3:19])[C:16]([CH3:22])([CH3:21])[O:15]1.C([O-])(=O)C.[K+].[Al]. Product: [CH3:13][O:12][C:7]1[CH:8]=[N:9][C:10]2[C:5]([CH:6]=1)=[CH:4][CH:3]=[C:2]([B:14]1[O:18][C:17]([CH3:20])([CH3:19])[C:16]([CH3:22])([CH3:21])[O:15]1)[CH:11]=2. The catalyst class is: 77. (2) Reactant: C[O:2][C:3](=O)[C:4](=[C:13]1[CH2:16][N:15]([CH:17]([C:25]2[CH:30]=[CH:29][C:28]([Cl:31])=[CH:27][CH:26]=2)[C:18]2[CH:23]=[CH:22][C:21]([Cl:24])=[CH:20][CH:19]=2)[CH2:14]1)[C:5]1[CH:10]=[C:9]([F:11])[CH:8]=[C:7]([F:12])[CH:6]=1. Product: [Cl:31][C:28]1[CH:29]=[CH:30][C:25]([CH:17]([C:18]2[CH:19]=[CH:20][C:21]([Cl:24])=[CH:22][CH:23]=2)[N:15]2[CH2:16][C:13](=[C:4]([C:5]3[CH:6]=[C:7]([F:12])[CH:8]=[C:9]([F:11])[CH:10]=3)[CH2:3][OH:2])[CH2:14]2)=[CH:26][CH:27]=1. The catalyst class is: 168. (3) Reactant: [CH2:1]1[C:10]2[C:5](=[CH:6][CH:7]=[C:8]([C:11]([O:13][CH2:14][C:15]3[CH:20]=[CH:19][CH:18]=[CH:17][CH:16]=3)=[O:12])[CH:9]=2)[CH2:4][C@H:3]([C:21]([O:23][CH2:24][C:25]2[CH:30]=[CH:29][CH:28]=[CH:27][CH:26]=2)=[O:22])[N:2]1C(OC(C)(C)C)=O.[ClH:38]. Product: [ClH:38].[CH2:1]1[C:10]2[C:5](=[CH:6][CH:7]=[C:8]([C:11]([O:13][CH2:14][C:15]3[CH:20]=[CH:19][CH:18]=[CH:17][CH:16]=3)=[O:12])[CH:9]=2)[CH2:4][C@H:3]([C:21]([O:23][CH2:24][C:25]2[CH:26]=[CH:27][CH:28]=[CH:29][CH:30]=2)=[O:22])[NH:2]1. The catalyst class is: 12. (4) Reactant: [CH3:1][O:2][C:3]([C:5]1([CH2:12][C:13]2[CH:18]=[CH:17][C:16]([Cl:19])=[CH:15][CH:14]=2)[CH2:9][CH2:8][CH:7]([CH3:10])[C:6]1=[O:11])=[O:4].C=O.[C:22](=O)([O-])[O-:23].[K+].[K+]. Product: [CH3:1][O:2][C:3]([C:5]1([CH2:12][C:13]2[CH:14]=[CH:15][C:16]([Cl:19])=[CH:17][CH:18]=2)[CH2:9][CH2:8][C:7]([CH2:22][OH:23])([CH3:10])[C:6]1=[O:11])=[O:4]. The catalyst class is: 6.